Dataset: Forward reaction prediction with 1.9M reactions from USPTO patents (1976-2016). Task: Predict the product of the given reaction. Given the reactants O[CH:2]([CH2:17][OH:18])[CH2:3][N:4]1[C:13]2[C:8](=[CH:9][CH:10]=[C:11]([O:14][CH3:15])[N:12]=2)[CH2:7][CH2:6][C:5]1=[O:16].C(N(CC)CC)C.CS(Cl)(=O)=O.C(=O)([O-])[O-].[K+].[K+], predict the reaction product. The product is: [CH3:15][O:14][C:11]1[N:12]=[C:13]2[C:8]([CH2:7][CH2:6][C:5](=[O:16])[N:4]2[CH2:3][CH:2]2[CH2:17][O:18]2)=[CH:9][CH:10]=1.